From a dataset of Reaction yield outcomes from USPTO patents with 853,638 reactions. Predict the reaction yield, written as a fraction of the theoretical maximum amount of product (1.0 means a 100% yield; for example, 0.34 means a 34% yield). (1) The reactants are [Cl:1][C:2]1[CH:3]=[C:4]([CH:7]=[C:8]([OH:11])[C:9]=1[OH:10])[CH:5]=[O:6].[C:12]([O-])([O-])=O.[Cs+].[Cs+].O. The catalyst is CN(C=O)C. The product is [Cl:1][C:2]1[C:9]2[O:10][CH2:12][O:11][C:8]=2[CH:7]=[C:4]([CH:5]=[O:6])[CH:3]=1. The yield is 0.700. (2) The reactants are [BrH:1].[NH2:2][C:3]1[C:8]([CH2:9]O)=[CH:7][C:6]([Br:11])=[CH:5][N:4]=1. The catalyst is Br. The product is [BrH:11].[NH2:2][C:3]1[C:8]([CH2:9][Br:1])=[CH:7][C:6]([Br:11])=[CH:5][N:4]=1. The yield is 0.860.